From a dataset of Reaction yield outcomes from USPTO patents with 853,638 reactions. Predict the reaction yield, written as a fraction of the theoretical maximum amount of product (1.0 means a 100% yield; for example, 0.34 means a 34% yield). (1) The reactants are [C:1]([C:3]1[CH:10]=[CH:9][C:6]([C:7]#[N:8])=[CH:5][CH:4]=1)#[CH:2].I[C:12]1[CH:19]=[CH:18][C:15]([CH:16]=[O:17])=[CH:14][CH:13]=1.C(N(CC)CC)C. The catalyst is C1COCC1.Cl[Pd](Cl)([P](C1C=CC=CC=1)(C1C=CC=CC=1)C1C=CC=CC=1)[P](C1C=CC=CC=1)(C1C=CC=CC=1)C1C=CC=CC=1.[Cu]I. The product is [CH:16]([C:15]1[CH:18]=[CH:19][C:12]([C:2]#[C:1][C:3]2[CH:10]=[CH:9][C:6]([C:7]#[N:8])=[CH:5][CH:4]=2)=[CH:13][CH:14]=1)=[O:17]. The yield is 0.900. (2) The reactants are [NH2:1][N:2]1[C:10]2[C:5](=[N:6][CH:7]=[C:8]([C:11]3[CH:12]=[N:13][N:14]([CH:16]4[CH2:21][CH2:20][N:19]([C:22]([O:24][C:25]([CH3:28])([CH3:27])[CH3:26])=[O:23])[CH2:18][CH2:17]4)[CH:15]=3)[CH:9]=2)[CH:4]=[CH:3]1.[CH:29](=O)[C:30]1[CH:35]=[CH:34][CH:33]=[CH:32][CH:31]=1. No catalyst specified. The product is [C:30]1(/[CH:29]=[N:1]/[N:2]2[C:10]3[C:5](=[N:6][CH:7]=[C:8]([C:11]4[CH:12]=[N:13][N:14]([CH:16]5[CH2:21][CH2:20][N:19]([C:22]([O:24][C:25]([CH3:28])([CH3:27])[CH3:26])=[O:23])[CH2:18][CH2:17]5)[CH:15]=4)[CH:9]=3)[CH:4]=[CH:3]2)[CH:35]=[CH:34][CH:33]=[CH:32][CH:31]=1. The yield is 0.810. (3) The reactants are C[O:2][C:3](=[O:36])[CH2:4][C:5]1[CH:10]=[CH:9][C:8]([CH2:11][NH:12][C:13]2[CH:18]=[CH:17][CH:16]=[C:15]([C:19]3[C:28]4[C:23](=[C:24]([CH3:29])[CH:25]=[CH:26][CH:27]=4)[N:22]=[N:21][C:20]=3[C:30]3[CH:35]=[CH:34][CH:33]=[CH:32][CH:31]=3)[CH:14]=2)=[CH:7][CH:6]=1.O.[OH-].[Li+].C(O)(=O)C. The catalyst is C1COCC1.CO.O. The product is [CH3:29][C:24]1[CH:25]=[CH:26][CH:27]=[C:28]2[C:23]=1[N:22]=[N:21][C:20]([C:30]1[CH:35]=[CH:34][CH:33]=[CH:32][CH:31]=1)=[C:19]2[C:15]1[CH:14]=[C:13]([NH:12][CH2:11][C:8]2[CH:9]=[CH:10][C:5]([CH2:4][C:3]([OH:36])=[O:2])=[CH:6][CH:7]=2)[CH:18]=[CH:17][CH:16]=1. The yield is 0.430. (4) The reactants are [CH2:1]([N:5]1[C:14](=O)[C:13]([C:16]#[N:17])=[C:12]2[C:7]([CH:8](O)[CH2:9][CH2:10][CH2:11]2)=[CH:6]1)[CH2:2][CH2:3][CH3:4].COC1C=CC(P2(SP(C3C=CC(OC)=CC=3)(=S)S2)=[S:28])=CC=1.CO. The catalyst is C1(C)C=CC=CC=1. The product is [CH2:1]([N:5]1[C:14](=[S:28])[C:13]([C:16]#[N:17])=[C:12]2[C:7]([CH2:8][CH2:9][CH2:10][CH2:11]2)=[CH:6]1)[CH2:2][CH2:3][CH3:4]. The yield is 0.730. (5) The reactants are [NH2:1][C:2]1[N:3]=[CH:4][C:5]([C:18]2[CH:26]=[CH:25][C:21]([C:22](O)=[O:23])=[CH:20][CH:19]=2)=[N:6][C:7]=1[C:8]1[NH:12][C:11]2[CH:13]=[C:14]([CH3:17])[CH:15]=[CH:16][C:10]=2[N:9]=1.[N:27]1([C:34]([O:36][C:37]([CH3:40])([CH3:39])[CH3:38])=[O:35])[CH2:33][CH2:32][CH2:31][NH:30][CH2:29][CH2:28]1.C(OP(C#N)(=O)OCC)C.CCN(C(C)C)C(C)C. The catalyst is CS(C)=O. The product is [NH2:1][C:2]1[N:3]=[CH:4][C:5]([C:18]2[CH:26]=[CH:25][C:21]([C:22]([N:30]3[CH2:31][CH2:32][CH2:33][N:27]([C:34]([O:36][C:37]([CH3:40])([CH3:39])[CH3:38])=[O:35])[CH2:28][CH2:29]3)=[O:23])=[CH:20][CH:19]=2)=[N:6][C:7]=1[C:8]1[NH:12][C:11]2[CH:13]=[C:14]([CH3:17])[CH:15]=[CH:16][C:10]=2[N:9]=1. The yield is 0.750. (6) The reactants are [CH2:1](I)[CH3:2].C(=O)([O-])[O-].[K+].[K+].[CH3:10][O:11][C:12]1[CH:13]=[C:14]([C:20]2[S:21][CH:22]=[C:23]([CH2:25][C:26](=[O:36])[CH2:27][C:28]3[CH:33]=[CH:32][C:31]([OH:34])=[C:30]([OH:35])[CH:29]=3)[N:24]=2)[CH:15]=[CH:16][C:17]=1[O:18][CH3:19].[C:37](OCC)(=O)[CH3:38]. The catalyst is CN(C=O)C. The product is [CH3:10][O:11][C:12]1[CH:13]=[C:14]([C:20]2[S:21][CH:22]=[C:23]([CH2:25][C:26](=[O:36])[CH2:27][C:28]3[CH:33]=[CH:32][C:31]([O:34][CH2:37][CH3:38])=[C:30]([O:35][CH2:1][CH3:2])[CH:29]=3)[N:24]=2)[CH:15]=[CH:16][C:17]=1[O:18][CH3:19]. The yield is 0.440. (7) The reactants are [OH:1][CH2:2][CH2:3][CH:4]1[C:9](=[O:10])[NH:8][C:7]2[CH:11]=[CH:12][C:13]([N+:15]([O-:17])=[O:16])=[CH:14][C:6]=2[O:5]1.N1C=CN=C1.Cl[Si:24]([C:27]([CH3:30])([CH3:29])[CH3:28])([CH3:26])[CH3:25].O. The catalyst is CN(C=O)C. The product is [Si:24]([O:1][CH2:2][CH2:3][CH:4]1[C:9](=[O:10])[NH:8][C:7]2[CH:11]=[CH:12][C:13]([N+:15]([O-:17])=[O:16])=[CH:14][C:6]=2[O:5]1)([C:27]([CH3:30])([CH3:29])[CH3:28])([CH3:26])[CH3:25]. The yield is 1.00. (8) The reactants are [OH:1][C@H:2]1[CH2:7][CH2:6][C@H:5]([N:8]2[C:13](=[O:14])[C:12]([CH2:15][C:16]3[CH:21]=[CH:20][C:19]([C:22]4[C:23]([C:28]#[N:29])=[CH:24][CH:25]=[CH:26][CH:27]=4)=[CH:18][CH:17]=3)=[C:11]([CH2:30][CH2:31][CH3:32])[N:10]3[N:33]=[CH:34][N:35]=[C:9]23)[CH2:4][CH2:3]1.Br[C:37]1[CH:42]=[CH:41][C:40](O)=[CH:39][CH:38]=1.C1(P(C2C=CC=CC=2)C2C=CC=CC=2)C=CC=CC=1.N(C(OC(C)C)=O)=NC([O:67][CH:68](C)[CH3:69])=O.Cl.C([Sn](CCCC)(C(OCC)=C)CCCCC)CCC.[F-].[K+]. The catalyst is O1CCCC1.Cl[Pd](Cl)([P](C1C=CC=CC=1)(C1C=CC=CC=1)C1C=CC=CC=1)[P](C1C=CC=CC=1)(C1C=CC=CC=1)C1C=CC=CC=1. The product is [C:68]([C:37]1[CH:42]=[CH:41][C:40]([O:1][C@@H:2]2[CH2:7][CH2:6][C@H:5]([N:8]3[C:13](=[O:14])[C:12]([CH2:15][C:16]4[CH:21]=[CH:20][C:19]([C:22]5[C:23]([C:28]#[N:29])=[CH:24][CH:25]=[CH:26][CH:27]=5)=[CH:18][CH:17]=4)=[C:11]([CH2:30][CH2:31][CH3:32])[N:10]4[N:33]=[CH:34][N:35]=[C:9]34)[CH2:4][CH2:3]2)=[CH:39][CH:38]=1)(=[O:67])[CH3:69]. The yield is 0.320. (9) The reactants are [C:1]([OH:5])(=O)[CH:2]=[CH2:3].CN1CCOCC1.ClC(OCC(C)C)=O.[C:21]([O:25][C:26](=[O:35])[NH:27][C:28]1[CH:33]=[CH:32][CH:31]=[CH:30][C:29]=1[NH2:34])([CH3:24])([CH3:23])[CH3:22]. The catalyst is ClCCl. The product is [C:21]([O:25][C:26](=[O:35])[NH:27][C:28]1[CH:33]=[CH:32][CH:31]=[CH:30][C:29]=1[NH:34][C:1](=[O:5])[CH:2]=[CH2:3])([CH3:24])([CH3:22])[CH3:23]. The yield is 0.340.